Dataset: Catalyst prediction with 721,799 reactions and 888 catalyst types from USPTO. Task: Predict which catalyst facilitates the given reaction. Reactant: [CH:1]1[C:6]([OH:7])=[CH:5][CH:4]=[CH:3][C:2]=1[CH3:8].[CH:9](Br)([CH3:11])[CH3:10].[OH-].[K+]. Product: [CH:9]([O:7][C:6]1[CH:5]=[CH:4][CH:3]=[C:2]([CH3:8])[CH:1]=1)([CH3:11])[CH3:10]. The catalyst class is: 40.